From a dataset of Forward reaction prediction with 1.9M reactions from USPTO patents (1976-2016). Predict the product of the given reaction. (1) Given the reactants [CH:1]([NH:4][CH:5]([CH3:7])[CH3:6])([CH3:3])[CH3:2].[Li][CH2:9][CH2:10][CH2:11][CH3:12].[CH3:13][CH2:14][CH2:15][CH2:16][CH2:17][CH3:18].P(Cl)(OCC)(OCC)=O.[CH:28](NC(C)C)([CH3:30])[CH3:29].[Li:35].[CH2:36]1[CH2:40][O:39][CH2:38][CH2:37]1, predict the reaction product. The product is: [CH:1]([NH:4][CH:5]([CH3:7])[CH3:6])([CH3:3])[CH3:2].[Li:35].[C:14]([C:15]1[CH:16]=[C:17]([CH:1]([CH3:3])[CH3:2])[CH:18]=[C:36]([CH:28]([CH3:30])[CH3:29])[C:40]=1[O:39][CH2:38][CH2:37][CH2:9][CH2:10][CH2:11][CH3:12])#[CH:13]. (2) Given the reactants [F:1][C:2]([F:14])([F:13])[C:3]([NH:5][C:6]1[CH:11]=[CH:10][C:9](I)=[CH:8][CH:7]=1)=[O:4].[CH2:15]([OH:21])[CH2:16][CH2:17][CH2:18][C:19]#[CH:20], predict the reaction product. The product is: [F:1][C:2]([F:14])([F:13])[C:3]([NH:5][C:6]1[CH:11]=[CH:10][C:9]([C:20]#[C:19][CH2:18][CH2:17][CH2:16][CH2:15][OH:21])=[CH:8][CH:7]=1)=[O:4]. (3) Given the reactants [CH:1]1([CH2:4][O:5][C:6]2[CH:11]=[CH:10][C:9]([CH2:12][CH3:13])=[CH:8][C:7]=2[C:14]2[C:15]3[N:22]([CH2:23][O:24][CH2:25][CH2:26][Si:27]([CH3:30])([CH3:29])[CH3:28])[C:21]([CH3:31])=[C:20]([C:32]([OH:34])=O)[C:16]=3[N:17]=[CH:18][N:19]=2)[CH2:3][CH2:2]1.[NH2:35][C@@H:36]1[CH2:41][CH2:40][C@H:39]([NH:42][C:43](=[O:49])[O:44][C:45]([CH3:48])([CH3:47])[CH3:46])[CH2:38][CH2:37]1, predict the reaction product. The product is: [CH:1]1([CH2:4][O:5][C:6]2[CH:11]=[CH:10][C:9]([CH2:12][CH3:13])=[CH:8][C:7]=2[C:14]2[C:15]3[N:22]([CH2:23][O:24][CH2:25][CH2:26][Si:27]([CH3:29])([CH3:30])[CH3:28])[C:21]([CH3:31])=[C:20]([C:32]([NH:35][C@@H:36]4[CH2:41][CH2:40][C@H:39]([NH:42][C:43](=[O:49])[O:44][C:45]([CH3:47])([CH3:46])[CH3:48])[CH2:38][CH2:37]4)=[O:34])[C:16]=3[N:17]=[CH:18][N:19]=2)[CH2:3][CH2:2]1. (4) Given the reactants C([O:3][C:4](=[O:26])[CH2:5][CH2:6][CH2:7][O:8][C:9]1[CH:14]=[CH:13][C:12]([C:15](=[O:17])[NH2:16])=[C:11]([O:18][CH2:19][CH:20]2[CH2:25][CH2:24][CH2:23][CH2:22][CH2:21]2)[CH:10]=1)C.O[Li].O.O, predict the reaction product. The product is: [C:15]([C:12]1[CH:13]=[CH:14][C:9]([O:8][CH2:7][CH2:6][CH2:5][C:4]([OH:26])=[O:3])=[CH:10][C:11]=1[O:18][CH2:19][CH:20]1[CH2:25][CH2:24][CH2:23][CH2:22][CH2:21]1)(=[O:17])[NH2:16]. (5) The product is: [CH2:7]([O:9][C:10]1[CH:15]=[CH:14][C:13]([C:16]2[S:20][C:19]([S:21]([Cl:4])(=[O:24])=[O:22])=[CH:18][CH:17]=2)=[CH:12][CH:11]=1)[CH3:8]. Given the reactants C(Cl)(=O)C([Cl:4])=O.[CH2:7]([O:9][C:10]1[CH:15]=[CH:14][C:13]([C:16]2[S:20][C:19]([S:21]([OH:24])(=O)=[O:22])=[CH:18][CH:17]=2)=[CH:12][CH:11]=1)[CH3:8].CN(C=O)C.Cl, predict the reaction product.